Dataset: NCI-60 drug combinations with 297,098 pairs across 59 cell lines. Task: Regression. Given two drug SMILES strings and cell line genomic features, predict the synergy score measuring deviation from expected non-interaction effect. (1) Drug 1: CC1C(C(CC(O1)OC2CC(CC3=C2C(=C4C(=C3O)C(=O)C5=C(C4=O)C(=CC=C5)OC)O)(C(=O)CO)O)N)O.Cl. Drug 2: CC1=C(C(=O)C2=C(C1=O)N3CC4C(C3(C2COC(=O)N)OC)N4)N. Cell line: HCT116. Synergy scores: CSS=28.7, Synergy_ZIP=-0.971, Synergy_Bliss=-0.0935, Synergy_Loewe=-18.7, Synergy_HSA=-3.33. (2) Drug 1: CN1CCC(CC1)COC2=C(C=C3C(=C2)N=CN=C3NC4=C(C=C(C=C4)Br)F)OC. Drug 2: CN(C)C1=NC(=NC(=N1)N(C)C)N(C)C. Cell line: NCI-H460. Synergy scores: CSS=-1.15, Synergy_ZIP=-0.907, Synergy_Bliss=-1.76, Synergy_Loewe=-5.25, Synergy_HSA=-3.92. (3) Drug 1: CC12CCC(CC1=CCC3C2CCC4(C3CC=C4C5=CN=CC=C5)C)O. Drug 2: CCC1=C2CN3C(=CC4=C(C3=O)COC(=O)C4(CC)O)C2=NC5=C1C=C(C=C5)O. Cell line: KM12. Synergy scores: CSS=21.1, Synergy_ZIP=-4.28, Synergy_Bliss=-0.934, Synergy_Loewe=-1.60, Synergy_HSA=0.672. (4) Drug 1: CC1=C(C=C(C=C1)NC2=NC=CC(=N2)N(C)C3=CC4=NN(C(=C4C=C3)C)C)S(=O)(=O)N.Cl. Drug 2: CC1OCC2C(O1)C(C(C(O2)OC3C4COC(=O)C4C(C5=CC6=C(C=C35)OCO6)C7=CC(=C(C(=C7)OC)O)OC)O)O. Cell line: SK-OV-3. Synergy scores: CSS=6.83, Synergy_ZIP=-4.24, Synergy_Bliss=1.14, Synergy_Loewe=-11.6, Synergy_HSA=-0.553.